Dataset: Forward reaction prediction with 1.9M reactions from USPTO patents (1976-2016). Task: Predict the product of the given reaction. (1) Given the reactants C(Br)C.[Mg].[NH:5]1[CH:9]=[CH:8][CH:7]=[CH:6]1.[C:10]1([CH3:19])[CH:15]=[CH:14][C:13]([C:16](Cl)=[O:17])=[CH:12][CH:11]=1.Cl, predict the reaction product. The product is: [CH3:19][C:10]1[CH:15]=[CH:14][C:13]([C:16]([C:6]2[NH:5][CH:9]=[CH:8][CH:7]=2)=[O:17])=[CH:12][CH:11]=1. (2) Given the reactants [Br:1][C:2]1[NH:6][CH:5]=[C:4]([C:7]([O:9][CH3:10])=[O:8])[CH:3]=1.[H-].[Na+].C1OCCOCCOCCOCCOC1.[CH3:28][S:29]([C:32]1[CH:33]=[C:34]([S:38](Cl)(=[O:40])=[O:39])[CH:35]=[CH:36][CH:37]=1)(=[O:31])=[O:30], predict the reaction product. The product is: [Br:1][C:2]1[N:6]([S:38]([C:34]2[CH:35]=[CH:36][CH:37]=[C:32]([S:29]([CH3:28])(=[O:31])=[O:30])[CH:33]=2)(=[O:40])=[O:39])[CH:5]=[C:4]([C:7]([O:9][CH3:10])=[O:8])[CH:3]=1. (3) Given the reactants O.[ClH:2].[OH:3][C:4]([C:34]1[CH:39]=[CH:38][CH:37]=[CH:36][CH:35]=1)([C:28]1[CH:33]=[CH:32][CH:31]=[CH:30][CH:29]=1)[CH:5]1[CH2:10][CH2:9][N:8]([CH2:11][CH2:12][CH2:13][CH:14]([C:16]2[CH:21]=[CH:20][C:19]([C:22]([CH3:27])([CH3:26])[C:23]([OH:25])=[O:24])=[CH:18][CH:17]=2)[OH:15])[CH2:7][CH2:6]1, predict the reaction product. The product is: [ClH:2].[OH:3][C:4]([C:34]1[CH:35]=[CH:36][CH:37]=[CH:38][CH:39]=1)([C:28]1[CH:29]=[CH:30][CH:31]=[CH:32][CH:33]=1)[CH:5]1[CH2:10][CH2:9][N:8]([CH2:11][CH2:12][CH2:13][CH:14]([C:16]2[CH:21]=[CH:20][C:19]([C:22]([CH3:27])([CH3:26])[C:23]([OH:25])=[O:24])=[CH:18][CH:17]=2)[OH:15])[CH2:7][CH2:6]1. (4) Given the reactants O1CCCC1.[Cl:6][C:7]1[N:12]=[C:11]([C:13](O)=[O:14])[CH:10]=[CH:9][CH:8]=1.O1CCCC1.B.[OH-].[Na+], predict the reaction product. The product is: [Cl:6][C:7]1[N:12]=[C:11]([CH2:13][OH:14])[CH:10]=[CH:9][CH:8]=1.